This data is from Forward reaction prediction with 1.9M reactions from USPTO patents (1976-2016). The task is: Predict the product of the given reaction. (1) Given the reactants [F:1][C:2]1[CH:7]=[C:6]([F:8])[C:5]([C:9]2[CH:10]=[N:11][CH:12]=[N:13][CH:14]=2)=[CH:4][C:3]=1[C@@:15]([NH:27][C:28]([NH:30]C(=O)C1C=CC=CC=1)=[S:29])([CH2:17][C@H:18]([C:20]1[O:24][C:23]([CH3:25])=[N:22][C:21]=1[CH3:26])O)[CH3:16].Cl, predict the reaction product. The product is: [F:1][C:2]1[CH:7]=[C:6]([F:8])[C:5]([C:9]2[CH:10]=[N:11][CH:12]=[N:13][CH:14]=2)=[CH:4][C:3]=1[C@:15]1([CH3:16])[CH2:17][C@@H:18]([C:20]2[O:24][C:23]([CH3:25])=[N:22][C:21]=2[CH3:26])[S:29][C:28]([NH2:30])=[N:27]1. (2) Given the reactants [F:1][C:2]1[CH:3]=[C:4]2[C:9](=[CH:10][C:11]=1F)[N:8]([CH2:13][C:14]1[CH:19]=[CH:18][C:17]([C:20]([F:23])([F:22])[F:21])=[CH:16][CH:15]=1)[CH:7]=[C:6]([C:24]#[N:25])[C:5]2=[O:26].[CH3:27][C@H:28]1[CH2:33][NH:32][CH2:31][C@@H:30]([CH3:34])[NH:29]1, predict the reaction product. The product is: [CH3:27][C@@H:28]1[NH:29][C@H:30]([CH3:34])[CH2:31][N:32]([C:11]2[CH:10]=[C:9]3[C:4]([C:5](=[O:26])[C:6]([C:24]#[N:25])=[CH:7][N:8]3[CH2:13][C:14]3[CH:19]=[CH:18][C:17]([C:20]([F:21])([F:23])[F:22])=[CH:16][CH:15]=3)=[CH:3][C:2]=2[F:1])[CH2:33]1. (3) Given the reactants [Cl:1][C:2]1[CH:7]=[CH:6][N:5]=[C:4]([CH2:8][CH2:9][CH3:10])[CH:3]=1.COC1C=CC(CS[C:19]([S:31][CH2:32][C:33]2[CH:38]=[CH:37][C:36]([O:39][CH3:40])=[CH:35][CH:34]=2)=[C:20]([C:26]([O:28][CH2:29][CH3:30])=[O:27])[C:21]([O:23][CH2:24][CH3:25])=[O:22])=CC=1, predict the reaction product. The product is: [CH3:40][O:39][C:36]1[CH:35]=[CH:34][C:33]([CH2:32][S:31]/[C:19](/[CH:20]([C:21]([O:23][CH2:24][CH3:25])=[O:22])[C:26]([O:28][CH2:29][CH3:30])=[O:27])=[C:8](/[C:4]2[CH:3]=[C:2]([Cl:1])[CH:7]=[CH:6][N:5]=2)\[CH2:9][CH3:10])=[CH:38][CH:37]=1. (4) Given the reactants BrC1SC([C:7]([O:9][CH3:10])=[O:8])=C(NC)C=1C.[CH3:14][O-].[Na+].[Br:17][C:18]1[S:22][C:21]([C:23]([O:25]C)=O)=[C:20]([N:27]([CH3:34])[C:28](=[O:33])[C:29](F)(F)F)[C:19]=1[CH3:35], predict the reaction product. The product is: [Br:17][C:18]1[S:22][C:21]2[C:23]([OH:25])=[C:29]([C:7]([O:9][CH2:10][CH3:14])=[O:8])[C:28](=[O:33])[N:27]([CH3:34])[C:20]=2[C:19]=1[CH3:35]. (5) Given the reactants [CH3:1][O:2][CH2:3][C:4]1[CH:9]=[CH:8][C:7]([C:10]2[C:11]([N:16]3[CH2:21][CH2:20][N:19]([CH2:22][CH2:23][N:24]([CH3:34])[S:25]([C:28]4[CH:29]=[N:30][N:31]([CH3:33])[CH:32]=4)(=[O:27])=[O:26])[CH2:18][CH2:17]3)=[N:12][CH:13]=[CH:14][N:15]=2)=[CH:6][CH:5]=1.[C:35]([OH:44])(=[O:43])[C@@H:36]([C@H:38]([C:40]([OH:42])=[O:41])[OH:39])[OH:37], predict the reaction product. The product is: [C:40]([C@@H:38]([C@H:36]([C:35]([OH:44])=[O:43])[OH:37])[OH:39])([OH:42])=[O:41].[CH3:1][O:2][CH2:3][C:4]1[CH:9]=[CH:8][C:7]([C:10]2[C:11]([N:16]3[CH2:17][CH2:18][N:19]([CH2:22][CH2:23][N:24]([CH3:34])[S:25]([C:28]4[CH:29]=[N:30][N:31]([CH3:33])[CH:32]=4)(=[O:26])=[O:27])[CH2:20][CH2:21]3)=[N:12][CH:13]=[CH:14][N:15]=2)=[CH:6][CH:5]=1.